From a dataset of Peptide-MHC class I binding affinity with 185,985 pairs from IEDB/IMGT. Regression. Given a peptide amino acid sequence and an MHC pseudo amino acid sequence, predict their binding affinity value. This is MHC class I binding data. (1) The peptide sequence is IRNPPMVVF. The MHC is HLA-B44:02 with pseudo-sequence HLA-B44:02. The binding affinity (normalized) is 0.0847. (2) The peptide sequence is LLGLWGLATA. The MHC is HLA-A02:02 with pseudo-sequence HLA-A02:02. The binding affinity (normalized) is 0.951. (3) The peptide sequence is KAGQYVTIW. The MHC is HLA-A11:01 with pseudo-sequence HLA-A11:01. The binding affinity (normalized) is 0.00832. (4) The MHC is HLA-B27:05 with pseudo-sequence HLA-B27:05. The peptide sequence is QINELHHSK. The binding affinity (normalized) is 0.0847.